From a dataset of Reaction yield outcomes from USPTO patents with 853,638 reactions. Predict the reaction yield, written as a fraction of the theoretical maximum amount of product (1.0 means a 100% yield; for example, 0.34 means a 34% yield). (1) The reactants are C(OC([NH:8][CH2:9][C:10](O)=[O:11])=O)(C)(C)C.C1N=CN(C(N2C=NC=C2)=O)C=1.[ClH:25].[F:26][C:27]([F:31])([F:30])[CH2:28][NH2:29].Cl. The catalyst is C(OCC)(=O)C. The product is [ClH:25].[NH2:8][CH2:9][C:10]([NH:29][CH2:28][C:27]([F:31])([F:30])[F:26])=[O:11]. The yield is 0.750. (2) The reactants are [F:1][CH2:2][CH2:3][N:4]1[CH2:9][CH2:8][N:7]([CH:10]2[CH2:15][CH2:14][N:13]([C:16]3[CH:21]=[CH:20][C:19]([N+:22]([O-])=O)=[C:18]([O:25][CH3:26])[CH:17]=3)[CH2:12][CH2:11]2)[CH2:6][C:5]1=[O:27].[Sn](Cl)Cl.Cl. The catalyst is O1CCOCC1. The product is [NH2:22][C:19]1[CH:20]=[CH:21][C:16]([N:13]2[CH2:12][CH2:11][CH:10]([N:7]3[CH2:8][CH2:9][N:4]([CH2:3][CH2:2][F:1])[C:5](=[O:27])[CH2:6]3)[CH2:15][CH2:14]2)=[CH:17][C:18]=1[O:25][CH3:26]. The yield is 0.910. (3) The reactants are [F:1][C:2]1[CH:7]=[CH:6][CH:5]=[C:4]([F:8])[C:3]=1[N:9](C1C=CC=CC=1)[NH2:10].S(=O)(=O)(O)O.[C:22](/[CH:24]=[C:25](\[O-])/[C:26]([O:28][CH2:29][CH3:30])=[O:27])#[N:23].[K+]. The catalyst is O.C(Cl)(Cl)Cl. The product is [NH2:23][C:22]1[N:9]([C:3]2[C:2]([F:1])=[CH:7][CH:6]=[CH:5][C:4]=2[F:8])[N:10]=[C:25]([C:26]([O:28][CH2:29][CH3:30])=[O:27])[CH:24]=1. The yield is 0.590. (4) The yield is 0.780. The reactants are Cl[CH2:2][CH2:3][CH2:4][CH2:5][CH2:6][CH2:7][C:8]#[C:9][CH2:10][CH2:11][CH2:12][CH3:13].[I-:14].[K+].[N:16]1[CH:21]=[C:20]([CH3:22])[CH:19]=[C:18]([CH3:23])[CH:17]=1. The catalyst is CC(=O)CC. The product is [I-:14].[CH2:2]([N+:16]1[CH:21]=[C:20]([CH3:22])[CH:19]=[C:18]([CH3:23])[CH:17]=1)[CH2:3][CH2:4][CH2:5][CH2:6][CH2:7][C:8]#[C:9][CH2:10][CH2:11][CH2:12][CH3:13]. (5) The reactants are [N+:1]([C:4]1[CH:9]=[CH:8][C:7]([C:10]2[CH:11]=[N:12][CH:13]=[CH:14][CH:15]=2)=[CH:6][CH:5]=1)([O-])=O. The catalyst is C(Cl)Cl.[Pd]. The product is [NH2:1][C:4]1[CH:5]=[CH:6][C:7]([C:10]2[CH:11]=[N:12][CH:13]=[CH:14][CH:15]=2)=[CH:8][CH:9]=1. The yield is 0.950. (6) The reactants are [CH3:1][O:2][C:3]1[CH:8]=[CH:7][C:6]([N+:9]([O-:11])=[O:10])=[CH:5][C:4]=1[NH2:12].Cl.Cl[CH2:15][CH2:16][NH:17][CH2:18][CH2:19]Cl.C(=O)([O-])[O-].[K+].[K+]. The catalyst is ClC1C=CC=CC=1. The product is [CH3:1][O:2][C:3]1[CH:8]=[CH:7][C:6]([N+:9]([O-:11])=[O:10])=[CH:5][C:4]=1[N:12]1[CH2:19][CH2:18][NH:17][CH2:16][CH2:15]1. The yield is 0.450. (7) The reactants are [CH2:1]([NH:8][C:9](=[O:49])[C@@H:10]([OH:48])[CH:11]([NH:19][C:20](=[O:47])[C@@H:21]([NH:31][C:32](=[O:46])[C@@H:33]([NH:35][C:36](=[O:45])[CH2:37][CH2:38][C:39]1[N:40]([CH3:44])[N:41]=[CH:42][CH:43]=1)[CH3:34])[CH2:22][C:23]1[CH:28]=[CH:27][C:26]([O:29][CH3:30])=[CH:25][CH:24]=1)[CH2:12][C:13]1[CH:18]=[CH:17][CH:16]=[CH:15][CH:14]=1)[C:2]1[CH:7]=[CH:6][CH:5]=[CH:4][CH:3]=1.CC(OI1(OC(C)=O)(OC(C)=O)OC(=O)C2C=CC=CC1=2)=O. The catalyst is ClCCl. The yield is 0.200. The product is [CH2:1]([NH:8][C:9](=[O:49])[C:10](=[O:48])[C@@H:11]([NH:19][C:20](=[O:47])[C@@H:21]([NH:31][C:32](=[O:46])[C@@H:33]([NH:35][C:36](=[O:45])[CH2:37][CH2:38][C:39]1[N:40]([CH3:44])[N:41]=[CH:42][CH:43]=1)[CH3:34])[CH2:22][C:23]1[CH:28]=[CH:27][C:26]([O:29][CH3:30])=[CH:25][CH:24]=1)[CH2:12][C:13]1[CH:14]=[CH:15][CH:16]=[CH:17][CH:18]=1)[C:2]1[CH:3]=[CH:4][CH:5]=[CH:6][CH:7]=1. (8) The reactants are Br[C:2]1[CH:3]=[C:4]([CH2:9][NH:10][C:11](=[O:37])[CH2:12][C:13]([NH:15][CH2:16][C:17]2[C:18]([NH:30][CH:31]3[CH2:36][CH2:35][O:34][CH2:33][CH2:32]3)=[C:19]3[CH:27]=[N:26][N:25]([CH2:28][CH3:29])[C:20]3=[N:21][C:22]=2[CH2:23][CH3:24])=[O:14])[CH:5]=[CH:6][C:7]=1[Cl:8].[CH:38]([C:40]1[CH:41]=[C:42](B(O)O)[CH:43]=[CH:44][CH:45]=1)=[O:39].C(=O)([O-])[O-].[Na+].[Na+]. The catalyst is O1CCOCC1.O.CCOC(C)=O.[Pd].C1(P(C2C=CC=CC=2)C2C=CC=CC=2)C=CC=CC=1.C1(P(C2C=CC=CC=2)C2C=CC=CC=2)C=CC=CC=1.C1(P(C2C=CC=CC=2)C2C=CC=CC=2)C=CC=CC=1.C1(P(C2C=CC=CC=2)C2C=CC=CC=2)C=CC=CC=1. The product is [Cl:8][C:7]1[C:2]([C:44]2[CH:43]=[CH:42][CH:41]=[C:40]([CH:38]=[O:39])[CH:45]=2)=[CH:3][C:4]([CH2:9][NH:10][C:11](=[O:37])[CH2:12][C:13]([NH:15][CH2:16][C:17]2[C:18]([NH:30][CH:31]3[CH2:36][CH2:35][O:34][CH2:33][CH2:32]3)=[C:19]3[CH:27]=[N:26][N:25]([CH2:28][CH3:29])[C:20]3=[N:21][C:22]=2[CH2:23][CH3:24])=[O:14])=[CH:5][CH:6]=1. The yield is 0.681.